This data is from Forward reaction prediction with 1.9M reactions from USPTO patents (1976-2016). The task is: Predict the product of the given reaction. (1) The product is: [CH2:1]([N:5]1[C:10]2=[N:11][N:12]([CH2:21][C:22]3[CH:23]=[CH:24][C:25]([CH:28]4[CH2:33][CH2:32][CH2:31][CH2:30][N:29]4[CH3:47])=[CH:26][CH:27]=3)[C:13]([NH:14][C:15]3[CH:20]=[CH:19][CH:18]=[CH:17][CH:16]=3)=[C:9]2[C:8](=[O:34])[N:7]([CH3:35])[C:6]1=[O:36])[CH:2]([CH3:4])[CH3:3]. Given the reactants [CH2:1]([N:5]1[C:10]2=[N:11][N:12]([CH2:21][C:22]3[CH:27]=[CH:26][C:25]([CH:28]4[CH2:33][CH2:32][CH2:31][CH2:30][NH:29]4)=[CH:24][CH:23]=3)[C:13]([NH:14][C:15]3[CH:20]=[CH:19][CH:18]=[CH:17][CH:16]=3)=[C:9]2[C:8](=[O:34])[N:7]([CH3:35])[C:6]1=[O:36])[CH:2]([CH3:4])[CH3:3].C=O.S([O-])([O-])(=O)=O.[Na+].[Na+].[BH3-][C:47]#N.[Na+], predict the reaction product. (2) Given the reactants C([Li])CCC.[CH2:6]([O:8][C:9]1[C:14]([O:15][CH2:16][O:17][CH3:18])=[CH:13][CH:12]=[C:11]([CH2:19][O:20][Si:21]([CH:28]([CH3:30])[CH3:29])([CH:25]([CH3:27])[CH3:26])[CH:22]([CH3:24])[CH3:23])[N:10]=1)[CH3:7].[I:31]I.[Cl-].[NH4+].S([O-])([O-])(=O)=S.[Na+].[Na+], predict the reaction product. The product is: [CH2:6]([O:8][C:9]1[C:14]([O:15][CH2:16][O:17][CH3:18])=[C:13]([I:31])[CH:12]=[C:11]([CH2:19][O:20][Si:21]([CH:28]([CH3:29])[CH3:30])([CH:25]([CH3:27])[CH3:26])[CH:22]([CH3:23])[CH3:24])[N:10]=1)[CH3:7]. (3) Given the reactants Br[C:2]1[CH:3]=[C:4]2[C:9](=[CH:10][CH:11]=1)[N:8]=[CH:7][N:6]=[C:5]2[C:12]1[CH:13]=[C:14]([CH:26]=[CH:27][CH:28]=1)[C:15]([N:17]1[CH2:22][CH2:21][N:20]([C:23](=[O:25])[CH3:24])[CH2:19][CH2:18]1)=[O:16].[CH3:29][O:30][C:31]1[N:38]=[CH:37][C:36](B2OC(C)(C)C(C)(C)O2)=[CH:35][C:32]=1[C:33]#[N:34].COCCOC.C([O-])([O-])=O.[Na+].[Na+], predict the reaction product. The product is: [C:23]([N:20]1[CH2:21][CH2:22][N:17]([C:15]([C:14]2[CH:13]=[C:12]([C:5]3[C:4]4[C:9](=[CH:10][CH:11]=[C:2]([C:36]5[CH:37]=[N:38][C:31]([O:30][CH3:29])=[C:32]([CH:35]=5)[C:33]#[N:34])[CH:3]=4)[N:8]=[CH:7][N:6]=3)[CH:28]=[CH:27][CH:26]=2)=[O:16])[CH2:18][CH2:19]1)(=[O:25])[CH3:24]. (4) Given the reactants C(O[CH:4]=[O:5])C.[Br:6][C:7]1[CH:8]=[C:9]([CH2:14][NH2:15])[CH:10]=[CH:11][C:12]=1[F:13], predict the reaction product. The product is: [Br:6][C:7]1[CH:8]=[C:9]([CH:10]=[CH:11][C:12]=1[F:13])[CH2:14][NH:15][CH:4]=[O:5]. (5) Given the reactants [CH3:1][N:2]1[C:10]2[C:5](=[CH:6][CH:7]=[C:8]([NH:11][C:12]3[C:13]4[CH:30]=[CH:29][N:28](S(C5C=CC(C)=CC=5)(=O)=O)[C:14]=4[N:15]=[C:16]([NH:18][C:19]4[CH:27]=[CH:26][C:22]([C:23]([NH2:25])=[O:24])=[CH:21][CH:20]=4)[N:17]=3)[CH:9]=2)[CH:4]=[N:3]1.[OH-].[K+].CC(O)=O, predict the reaction product. The product is: [CH3:1][N:2]1[C:10]2[C:5](=[CH:6][CH:7]=[C:8]([NH:11][C:12]3[C:13]4[CH:30]=[CH:29][NH:28][C:14]=4[N:15]=[C:16]([NH:18][C:19]4[CH:27]=[CH:26][C:22]([C:23]([NH2:25])=[O:24])=[CH:21][CH:20]=4)[N:17]=3)[CH:9]=2)[CH:4]=[N:3]1. (6) Given the reactants CC(OI1(OC(C)=O)(OC(C)=O)OC(=O)C2C=CC=CC1=2)=O.[Br:23][C:24]1[CH:25]=[CH:26][C:27]2[C:28]3[N:36]([CH2:37][CH2:38][CH2:39][CH:40]([OH:42])[CH3:41])[C:35]([CH2:43][CH2:44][CH3:45])=[N:34][C:29]=3[CH:30]=[N:31][C:32]=2[CH:33]=1, predict the reaction product. The product is: [Br:23][C:24]1[CH:25]=[CH:26][C:27]2[C:28]3[N:36]([CH2:37][CH2:38][CH2:39][C:40](=[O:42])[CH3:41])[C:35]([CH2:43][CH2:44][CH3:45])=[N:34][C:29]=3[CH:30]=[N:31][C:32]=2[CH:33]=1.